The task is: Predict the reaction yield, written as a fraction of the theoretical maximum amount of product (1.0 means a 100% yield; for example, 0.34 means a 34% yield).. This data is from Reaction yield outcomes from USPTO patents with 853,638 reactions. (1) The reactants are [Br:1][C:2]1[CH:7]=[CH:6][N:5]=[C:4]([C:8]([OH:10])=O)[CH:3]=1.C([N:13]([CH2:16]C)CC)C.[C:18](C1NC=CN=1)(C1NC=CN=1)=[O:19]. The catalyst is C1COCC1. The product is [CH3:18][O:19][N:13]([CH3:16])[C:8]([C:4]1[CH:3]=[C:2]([Br:1])[CH:7]=[CH:6][N:5]=1)=[O:10]. The yield is 0.860. (2) The reactants are [NH2:1][C:2]1[CH:11]=[CH:10][C:5]2[NH:6][C:7](=[O:9])[NH:8][C:4]=2[CH:3]=1.[Cl:12][C:13]1[N:18]=[C:17](Cl)[C:16]([F:20])=[CH:15][N:14]=1.CO. The catalyst is O. The product is [Cl:12][C:13]1[N:18]=[C:17]([NH:1][C:2]2[CH:11]=[CH:10][C:5]3[NH:6][C:7](=[O:9])[NH:8][C:4]=3[CH:3]=2)[C:16]([F:20])=[CH:15][N:14]=1. The yield is 0.700. (3) The reactants are [Si:1]([O:8][CH2:9][CH2:10][C@H:11]([OH:16])[C:12]([O:14][CH3:15])=[O:13])([C:4]([CH3:7])([CH3:6])[CH3:5])([CH3:3])[CH3:2].C(N(CC)CC)C.[CH3:24][S:25](Cl)(=[O:27])=[O:26]. The catalyst is ClCCl. The product is [CH3:15][O:14][C:12](=[O:13])[C@@H:11]([O:16][S:25]([CH3:24])(=[O:27])=[O:26])[CH2:10][CH2:9][O:8][Si:1]([C:4]([CH3:5])([CH3:7])[CH3:6])([CH3:3])[CH3:2]. The yield is 0.890. (4) The reactants are [C:1]([O:5][C:6]([C:8]1[CH:9]=[C:10]([C:14]2[C:19]([CH3:20])=[CH:18][CH:17]=[CH:16][N+:15]=2[O-])[CH:11]=[CH:12][CH:13]=1)=[O:7])([CH3:4])([CH3:3])[CH3:2].[N:22]1C=CC=CC=1.CS(OS(C)(=O)=O)(=O)=O.C(CN)O. The catalyst is C(#N)C.O. The product is [C:1]([O:5][C:6](=[O:7])[C:8]1[CH:13]=[CH:12][CH:11]=[C:10]([C:14]2[C:19]([CH3:20])=[CH:18][CH:17]=[C:16]([NH2:22])[N:15]=2)[CH:9]=1)([CH3:4])([CH3:3])[CH3:2]. The yield is 0.530. (5) The reactants are O[C:2]1[C:11]2[C:6](=[CH:7][CH:8]=[CH:9][CH:10]=2)[C:5](=[O:12])[N:4]([C:13]2[CH:18]=[CH:17][CH:16]=[C:15]([C:19]([F:22])([F:21])[F:20])[CH:14]=2)[N:3]=1.P(Br)(Br)([Br:25])=O. The catalyst is O. The product is [Br:25][C:2]1[C:11]2[C:6](=[CH:7][CH:8]=[CH:9][CH:10]=2)[C:5](=[O:12])[N:4]([C:13]2[CH:18]=[CH:17][CH:16]=[C:15]([C:19]([F:22])([F:21])[F:20])[CH:14]=2)[N:3]=1. The yield is 0.660. (6) No catalyst specified. The yield is 0.150. The reactants are [C:1]([C:3]1[C:4]([C:9]2[CH:14]=[CH:13][CH:12]=[CH:11][CH:10]=2)=[N:5][O:6][C:7]=1[CH3:8])#[CH:2].Br[C:16]1[N:17]=[C:18]([CH:21]([CH3:23])[CH3:22])[S:19][CH:20]=1. The product is [CH:21]([C:18]1[S:19][CH:20]=[C:16]([C:2]#[C:1][C:3]2[C:4]([C:9]3[CH:14]=[CH:13][CH:12]=[CH:11][CH:10]=3)=[N:5][O:6][C:7]=2[CH3:8])[N:17]=1)([CH3:23])[CH3:22]. (7) The reactants are [C:1]([O:5][C:6](=[O:29])[NH:7][CH:8]1[CH2:13][CH2:12][N:11]([C:14]2[N:22]=[CH:21][N:20]=[C:19]3[C:15]=2[N:16]=[CH:17][N:18]3[CH:23]2[CH2:28][CH2:27][CH2:26][CH2:25][O:24]2)[CH2:10][CH2:9]1)([CH3:4])([CH3:3])[CH3:2].[H-].[Na+].[CH3:32]I.O. The catalyst is CN(C)C=O.C(OCC)(=O)C. The product is [C:1]([O:5][C:6](=[O:29])[N:7]([CH3:32])[CH:8]1[CH2:9][CH2:10][N:11]([C:14]2[N:22]=[CH:21][N:20]=[C:19]3[C:15]=2[N:16]=[CH:17][N:18]3[CH:23]2[CH2:28][CH2:27][CH2:26][CH2:25][O:24]2)[CH2:12][CH2:13]1)([CH3:4])([CH3:2])[CH3:3]. The yield is 0.730.